Dataset: Full USPTO retrosynthesis dataset with 1.9M reactions from patents (1976-2016). Task: Predict the reactants needed to synthesize the given product. (1) Given the product [F:28][CH:2]([F:1])[O:3][C:4]1[CH:27]=[CH:26][CH:25]=[CH:24][C:5]=1[C:6]([NH:8][CH2:9][C:10]1[N:11]=[C:12]([C:15]2[CH:20]=[CH:19][C:18]([O:21][CH3:22])=[C:17]([O:23][CH:30]([CH3:32])[CH3:31])[CH:16]=2)[O:13][CH:14]=1)=[O:7], predict the reactants needed to synthesize it. The reactants are: [F:1][CH:2]([F:28])[O:3][C:4]1[CH:27]=[CH:26][CH:25]=[CH:24][C:5]=1[C:6]([NH:8][CH2:9][C:10]1[N:11]=[C:12]([C:15]2[CH:20]=[CH:19][C:18]([O:21][CH3:22])=[C:17]([OH:23])[CH:16]=2)[O:13][CH:14]=1)=[O:7].Br[CH:30]([CH3:32])[CH3:31]. (2) Given the product [F:43][C:2]([F:1])([F:42])[C:3]1[CH:4]=[C:5]([C:13]([CH3:40])([CH3:41])[C:14]([N:16]([C:18]2[CH:19]=[N:20][C:21]([N:32]3[CH2:36][C@H:35]([OH:37])[CH2:34][C@H:33]3[CH2:38][OH:39])=[CH:22][C:23]=2[C:24]2[CH:29]=[CH:28][CH:27]=[CH:26][C:25]=2[S:45]([CH3:76])(=[O:48])=[O:44])[CH3:17])=[O:15])[CH:6]=[C:7]([C:9]([F:12])([F:10])[F:11])[CH:8]=1, predict the reactants needed to synthesize it. The reactants are: [F:1][C:2]([F:43])([F:42])[C:3]1[CH:4]=[C:5]([C:13]([CH3:41])([CH3:40])[C:14]([N:16]([C:18]2[CH:19]=[N:20][C:21]([N:32]3[CH2:36][C@H:35]([OH:37])[CH2:34][C@H:33]3[CH2:38][OH:39])=[CH:22][C:23]=2[C:24]2[CH:29]=[CH:28][CH:27]=[CH:26][C:25]=2SC)[CH3:17])=[O:15])[CH:6]=[C:7]([C:9]([F:12])([F:11])[F:10])[CH:8]=1.[OH:44][S:45]([O-:48])(=O)=O.OS(O[O-])(=O)=O.OS(O[O-])(=O)=O.[O-]S([O-])(=O)=O.[K+].[K+].[K+].[K+].[K+].S([O-])(O)=O.[Na+].[C:76](=O)([O-])[O-].[Na+].[Na+]. (3) Given the product [CH2:18]([O:17][C:16]([C:2]1[CH:3]=[N:4][CH:5]=[C:6]([O:8][CH3:9])[CH:7]=1)=[CH2:15])[CH3:19], predict the reactants needed to synthesize it. The reactants are: Br[C:2]1[CH:3]=[N:4][CH:5]=[C:6]([O:8][CH3:9])[CH:7]=1.C([Sn](CCCC)(CCCC)[CH:15]=[CH:16][O:17][CH2:18][CH3:19])CCC. (4) Given the product [Cl:18][C:19]1[N:24]=[C:23]2[S:25][C:26]([NH:28][C:4]([CH:1]3[CH2:3][CH2:2]3)=[O:6])=[N:27][C:22]2=[CH:21][CH:20]=1, predict the reactants needed to synthesize it. The reactants are: [CH:1]1([C:4]([OH:6])=O)[CH2:3][CH2:2]1.C(Cl)(=O)C(Cl)=O.CN(C)C=O.[Cl:18][C:19]1[N:24]=[C:23]2[S:25][C:26]([NH2:28])=[N:27][C:22]2=[CH:21][CH:20]=1. (5) Given the product [OH:14][CH2:13][CH2:15][NH:16][CH2:2][CH2:3][O:4][C:5]1[CH:12]=[CH:11][C:8]([C:9]#[N:10])=[CH:7][CH:6]=1, predict the reactants needed to synthesize it. The reactants are: Br[CH2:2][CH2:3][O:4][C:5]1[CH:12]=[CH:11][C:8]([C:9]#[N:10])=[CH:7][CH:6]=1.[CH2:13]([CH2:15][NH2:16])[OH:14].